This data is from NCI-60 drug combinations with 297,098 pairs across 59 cell lines. The task is: Regression. Given two drug SMILES strings and cell line genomic features, predict the synergy score measuring deviation from expected non-interaction effect. Drug 1: CC1OCC2C(O1)C(C(C(O2)OC3C4COC(=O)C4C(C5=CC6=C(C=C35)OCO6)C7=CC(=C(C(=C7)OC)O)OC)O)O. Drug 2: C1=CC=C(C(=C1)C(C2=CC=C(C=C2)Cl)C(Cl)Cl)Cl. Cell line: K-562. Synergy scores: CSS=48.9, Synergy_ZIP=3.13, Synergy_Bliss=1.83, Synergy_Loewe=-19.9, Synergy_HSA=3.52.